From a dataset of Full USPTO retrosynthesis dataset with 1.9M reactions from patents (1976-2016). Predict the reactants needed to synthesize the given product. (1) Given the product [N+:1]([C:4]1[CH:5]=[C:6]2[CH:15]=[CH:14][CH:13]=[C:12]3[C:7]2=[C:8]([CH:18]=1)[C:9](=[O:17])[N:19]([CH2:20][CH2:21][CH2:22][CH2:23][CH2:24][C:25]([OH:27])=[O:26])[C:11]3=[O:16])([O-:3])=[O:2], predict the reactants needed to synthesize it. The reactants are: [N+:1]([C:4]1[CH:5]=[C:6]2[CH:15]=[CH:14][CH:13]=[C:12]3[C:7]2=[C:8]([CH:18]=1)[C:9](=[O:17])O[C:11]3=[O:16])([O-:3])=[O:2].[NH2:19][CH2:20][CH2:21][CH2:22][CH2:23][CH2:24][C:25]([OH:27])=[O:26]. (2) The reactants are: [O:1]1[C:3]2([CH2:8][CH2:7][N:6]([C:9]([O:11][C:12]([CH3:15])([CH3:14])[CH3:13])=[O:10])[CH2:5][CH2:4]2)[CH2:2]1.[NH:16]1[CH:20]=[CH:19][N:18]=[CH:17]1.[Na].C(OCC)(=O)C. Given the product [OH:1][C:3]1([CH2:2][N:16]2[CH:20]=[CH:19][N:18]=[CH:17]2)[CH2:8][CH2:7][N:6]([C:9]([O:11][C:12]([CH3:15])([CH3:14])[CH3:13])=[O:10])[CH2:5][CH2:4]1, predict the reactants needed to synthesize it. (3) Given the product [N:1]1([C:6]2[N:11]=[C:10]([CH2:12][C:13]([OH:15])=[O:14])[CH:9]=[CH:8][CH:7]=2)[CH:5]=[N:4][N:3]=[N:2]1, predict the reactants needed to synthesize it. The reactants are: [N:1]1([C:6]2[N:11]=[C:10]([CH2:12][C:13]([O:15]C)=[O:14])[CH:9]=[CH:8][CH:7]=2)[CH:5]=[N:4][N:3]=[N:2]1.[OH-].[Li+]. (4) Given the product [CH:26]1([CH2:25][NH:24][C:21]([C:17]2[S:16][C:15](/[CH:14]=[CH:13]/[C:12]3[C:8]([C:5]4[CH:4]=[CH:3][C:2]([F:1])=[CH:7][N:6]=4)=[N:9][O:10][CH:11]=3)=[N:19][C:18]=2[CH3:20])=[O:23])[CH2:28][CH2:27]1, predict the reactants needed to synthesize it. The reactants are: [F:1][C:2]1[CH:3]=[CH:4][C:5]([C:8]2[C:12](/[CH:13]=[CH:14]/[C:15]3[S:16][C:17]([C:21]([OH:23])=O)=[C:18]([CH3:20])[N:19]=3)=[CH:11][O:10][N:9]=2)=[N:6][CH:7]=1.[NH2:24][CH2:25][CH:26]1[CH2:28][CH2:27]1.